Dataset: Full USPTO retrosynthesis dataset with 1.9M reactions from patents (1976-2016). Task: Predict the reactants needed to synthesize the given product. (1) Given the product [O:11]1[CH2:12][CH2:13][N:8]([C:3]2[C:2](=[O:14])[NH:7][CH:6]=[CH:5][N:4]=2)[CH2:9][CH2:10]1, predict the reactants needed to synthesize it. The reactants are: Cl[C:2]1[C:3]([N:8]2[CH2:13][CH2:12][O:11][CH2:10][CH2:9]2)=[N:4][CH:5]=[CH:6][N:7]=1.[OH-:14].[Na+].O. (2) Given the product [F:29][C:30]1[CH:38]=[C:37]2[C:33]([CH:34]=[CH:35][N:36]2[CH2:2][C:3]2[CH:8]=[CH:7][C:6]([C:9]3[C:10]([NH:15][S:16]([C:19]4[CH:24]=[CH:23][CH:22]=[CH:21][C:20]=4[C:25]([F:28])([F:27])[F:26])(=[O:18])=[O:17])=[N:11][CH:12]=[CH:13][N:14]=3)=[CH:5][CH:4]=2)=[CH:32][CH:31]=1, predict the reactants needed to synthesize it. The reactants are: Cl[CH2:2][C:3]1[CH:8]=[CH:7][C:6]([C:9]2[C:10]([NH:15][S:16]([C:19]3[CH:24]=[CH:23][CH:22]=[CH:21][C:20]=3[C:25]([F:28])([F:27])[F:26])(=[O:18])=[O:17])=[N:11][CH:12]=[CH:13][N:14]=2)=[CH:5][CH:4]=1.[F:29][C:30]1[CH:38]=[C:37]2[C:33]([CH:34]=[CH:35][NH:36]2)=[CH:32][CH:31]=1.